From a dataset of Reaction yield outcomes from USPTO patents with 853,638 reactions. Predict the reaction yield, written as a fraction of the theoretical maximum amount of product (1.0 means a 100% yield; for example, 0.34 means a 34% yield). (1) The reactants are [NH2:1][C:2]1[CH:7]=[CH:6][C:5]([OH:8])=[CH:4][CH:3]=1.CC(C)([O-])C.[K+].Cl[C:16]1[CH:21]=[CH:20][N:19]=[C:18]([C:22]([NH:24][CH3:25])=[O:23])[CH:17]=1.C([O-])([O-])=O.[K+].[K+]. The catalyst is CN(C=O)C. The product is [CH3:25][NH:24][C:22]([C:18]1[CH:17]=[C:16]([O:8][C:5]2[CH:6]=[CH:7][C:2]([NH2:1])=[CH:3][CH:4]=2)[CH:21]=[CH:20][N:19]=1)=[O:23]. The yield is 0.840. (2) The reactants are N1(C(N)=O)CC=CCC1.[Cl:10][C:11]1[CH:12]=[C:13]([NH:18][C:19]([N:21]2[CH2:26][CH2:25][C:24](=[CH:27][CH:28]3[CH2:33][CH2:32][CH2:31][N:30]([CH2:34][CH3:35])[CH2:29]3)[CH2:23][CH2:22]2)=[O:20])[CH:14]=[CH:15][C:16]=1[Cl:17]. The catalyst is [Pd].C(O)C. The product is [Cl:10][C:11]1[CH:12]=[C:13]([NH:18][C:19]([N:21]2[CH2:22][CH2:23][CH:24]([CH2:27][CH:28]3[CH2:33][CH2:32][CH2:31][N:30]([CH2:34][CH3:35])[CH2:29]3)[CH2:25][CH2:26]2)=[O:20])[CH:14]=[CH:15][C:16]=1[Cl:17]. The yield is 0.620. (3) The reactants are [Cl:1][C:2]1[C:10]([C:11]2[CH:16]=[CH:15][C:14]([Cl:17])=[CH:13][CH:12]=2)=[CH:9][C:5]([C:6]([OH:8])=O)=[CH:4][N:3]=1.Cl.[NH2:19][C@@H:20]1[CH2:25][CH2:24][CH2:23][CH2:22][C@H:21]1[OH:26].CN(C(ON1N=NC2C=CC=CC1=2)=[N+](C)C)C.[B-](F)(F)(F)F.C(N(C(C)C)C(C)C)C. The catalyst is CN(C)C=O. The product is [Cl:1][C:2]1[C:10]([C:11]2[CH:16]=[CH:15][C:14]([Cl:17])=[CH:13][CH:12]=2)=[CH:9][C:5]([C:6]([NH:19][C@@H:20]2[CH2:25][CH2:24][CH2:23][CH2:22][C@H:21]2[OH:26])=[O:8])=[CH:4][N:3]=1. The yield is 0.730. (4) The reactants are C([C:3]1[CH:4]=[CH:5][C:6]2[N:7]([C:9]([C:12]3[CH:17]=[CH:16][CH:15]=[C:14](Cl)[CH:13]=3)=[CH:10][N:11]=2)[N:8]=1)#N.Cl.[NH2:20][C@H:21]1[CH2:26][CH2:25][C@H:24]([OH:27])[CH2:23][CH2:22]1.C([O-])(O)=O.[Na+].[CH3:33][N:34]1C(=O)CCC1. No catalyst specified. The product is [C:33]([C:14]1[CH:13]=[C:12]([C:9]2[N:7]3[N:8]=[C:3]([NH:20][CH:21]4[CH2:26][CH2:25][CH:24]([OH:27])[CH2:23][CH2:22]4)[CH:4]=[CH:5][C:6]3=[N:11][CH:10]=2)[CH:17]=[CH:16][CH:15]=1)#[N:34]. The yield is 0.280. (5) The reactants are [CH3:1][C:2]1[C@@H:19]([O:20][C:21]([C@H:23]([OH:40])[C@@H:24]([NH:31][C:32]([C:34]2[CH:35]=[CH:36][CH:37]=[CH:38][CH:39]=2)=[O:33])[C:25]2[CH:26]=[CH:27][CH:28]=[CH:29][CH:30]=2)=[O:22])[CH2:18][C@:14]2([OH:41])[C:15]([CH3:17])([CH3:16])[C:3]=1[C@@H:4]([O:59][C:60]([CH3:62])=[O:61])[C:5]([C@@:7]1([CH3:58])[C@H:12]([C@@H:13]2[O:42][C:43]([C:45]2[CH:46]=[CH:47][CH:48]=[CH:49][CH:50]=2)=[O:44])[C@:11]2([O:53][C:54]([CH3:56])=[O:55])[CH2:51][O:52][C@@H:10]2[CH2:9][C@@H:8]1[OH:57])=[O:6].N1C=CN=C1.Cl[Si:69]1([O:75][CH2:76][C:77]([O:79][CH2:80][C:81]2[CH:86]=[CH:85][CH:84]=[CH:83][CH:82]=2)=[O:78])[CH2:74][CH2:73][CH2:72][CH2:71][CH2:70]1.[SiH3]Cl. The catalyst is CN(C=O)C. The product is [C:60]([O:59][C@@H:4]1[C:3]2[C:15]([CH3:16])([CH3:17])[C@@:14]([OH:41])([CH2:18][C@H:19]([O:20][C:21](=[O:22])[C@H:23]([O:40][Si:69]3([O:75][CH2:76][C:77]([O:79][CH2:80][C:81]4[CH:82]=[CH:83][CH:84]=[CH:85][CH:86]=4)=[O:78])[CH2:74][CH2:73][CH2:72][CH2:71][CH2:70]3)[C@@H:24]([NH:31][C:32](=[O:33])[C:34]3[CH:39]=[CH:38][CH:37]=[CH:36][CH:35]=3)[C:25]3[CH:26]=[CH:27][CH:28]=[CH:29][CH:30]=3)[C:2]=2[CH3:1])[C@@H:13]([O:42][C:43](=[O:44])[C:45]2[CH:50]=[CH:49][CH:48]=[CH:47][CH:46]=2)[CH:12]2[C@:11]3([O:53][C:54](=[O:55])[CH3:56])[CH2:51][O:52][C@@H:10]3[CH2:9][C@H:8]([OH:57])[C@@:7]2([CH3:58])[C:5]1=[O:6])(=[O:61])[CH3:62]. The yield is 0.660. (6) The reactants are C1(C)C=CC=CC=1.C(=O)([O-])O.[Na+].I[C:14]1[C:19]([O:20][C:21]2[C:30]3[C:25](=[CH:26][C:27]([O:33][CH3:34])=[C:28]([O:31][CH3:32])[CH:29]=3)[N:24]=[CH:23][CH:22]=2)=[CH:18][CH:17]=[C:16]([CH3:35])[N:15]=1.[CH3:36][N:37]([CH3:47])[C:38]1[CH:43]=[CH:42][C:41](B(O)O)=[CH:40][CH:39]=1. The catalyst is O.CN(C)C=O. The product is [CH3:32][O:31][C:28]1[CH:29]=[C:30]2[C:25](=[CH:26][C:27]=1[O:33][CH3:34])[N:24]=[CH:23][CH:22]=[C:21]2[O:20][C:19]1[C:14]([C:41]2[CH:42]=[CH:43][C:38]([N:37]([CH3:47])[CH3:36])=[CH:39][CH:40]=2)=[N:15][C:16]([CH3:35])=[CH:17][CH:18]=1. The yield is 0.800. (7) The reactants are [CH3:1][O:2][C:3]([CH:5]1[CH2:9][CH:8]([CH2:10][OH:11])[CH2:7][N:6]1[C:12]([O:14][C:15]([CH3:18])([CH3:17])[CH3:16])=[O:13])=[O:4].[C:19](C1C=C(C)C=C(C(C)(C)C)N=1)(C)(C)C.IC. The catalyst is C(Cl)Cl.C(S([O-])(=O)=O)(F)(F)F.[Ag+]. The product is [CH3:1][O:2][C:3]([CH:5]1[CH2:9][CH:8]([CH2:10][O:11][CH3:19])[CH2:7][N:6]1[C:12]([O:14][C:15]([CH3:18])([CH3:17])[CH3:16])=[O:13])=[O:4]. The yield is 0.530. (8) The reactants are [Cl:1][S:2]([OH:5])(=O)=[O:3].[Cl:6][C:7]1[CH:8]=[C:9]([OH:14])[C:10]([CH3:13])=[CH:11][CH:12]=1. The catalyst is ClCCl. The product is [Cl:6][C:7]1[CH:8]=[C:9]([OH:14])[C:10]([CH3:13])=[CH:11][C:12]=1[S:2]([Cl:1])(=[O:5])=[O:3]. The yield is 0.0240. (9) The reactants are [Si:1]([O:8][C@H:9]([CH3:36])[C@@H:10]([NH:25][C:26]1[CH:33]=[CH:32][C:29]([C:30]#[N:31])=[C:28]([Cl:34])[C:27]=1[CH3:35])[C:11]1[O:12][C:13]([C:16]2[CH:21]=[CH:20][C:19]([N+:22]([O-])=O)=[CH:18][CH:17]=2)=[N:14][N:15]=1)([C:4]([CH3:7])([CH3:6])[CH3:5])([CH3:3])[CH3:2]. The catalyst is C(Cl)Cl.[Pd]. The yield is 0.930. The product is [NH2:22][C:19]1[CH:18]=[CH:17][C:16]([C:13]2[O:12][C:11]([C@H:10]([NH:25][C:26]3[CH:33]=[CH:32][C:29]([C:30]#[N:31])=[C:28]([Cl:34])[C:27]=3[CH3:35])[C@H:9]([O:8][Si:1]([C:4]([CH3:6])([CH3:7])[CH3:5])([CH3:3])[CH3:2])[CH3:36])=[N:15][N:14]=2)=[CH:21][CH:20]=1. (10) The reactants are [N+:1]([C:4]1[N:9]=[CH:8][C:7]([N:10]2[CH2:15][CH2:14][O:13][CH2:12][CH2:11]2)=[CH:6][CH:5]=1)([O-])=O. The catalyst is C1COCC1.[Ni]. The product is [N:10]1([C:7]2[CH:6]=[CH:5][C:4]([NH2:1])=[N:9][CH:8]=2)[CH2:15][CH2:14][O:13][CH2:12][CH2:11]1. The yield is 0.780.